Dataset: Forward reaction prediction with 1.9M reactions from USPTO patents (1976-2016). Task: Predict the product of the given reaction. (1) The product is: [C:1]1([S:7]([N:10]2[C:14]3[CH:15]=[N:16][C:17]([C:32]#[N:33])=[C:18]([O:19][CH:20]4[CH2:21][CH2:22][N:23]([CH2:26][CH2:27][S:28]([CH3:31])(=[O:30])=[O:29])[CH2:24][CH2:25]4)[C:13]=3[C:12]3[CH:34]=[CH:35][CH:36]=[N:37][C:11]2=3)(=[O:9])=[O:8])[CH:2]=[CH:3][CH:4]=[CH:5][CH:6]=1. Given the reactants [C:1]1([S:7]([N:10]2[C:14]3[CH:15]=[N:16][C:17]([C:32]#[N:33])=[C:18]([O:19][CH:20]4[CH2:25][CH2:24][N:23]([CH2:26][CH2:27][S:28]([CH3:31])(=[O:30])=[O:29])[CH2:22][CH2:21]4)[C:13]=3[C:12]3[CH:34]=[C:35](Br)[CH:36]=[N:37][C:11]2=3)(=[O:9])=[O:8])[CH:6]=[CH:5][CH:4]=[CH:3][CH:2]=1.C(N(CC)CC)C, predict the reaction product. (2) Given the reactants Br[C:2]1[C:11]2[O:10][C@@H:9]([CH3:12])[CH2:8][N:7]([C:13]([O:15][C:16]([CH3:19])([CH3:18])[CH3:17])=[O:14])[CH2:6][C:5]=2[S:4][CH:3]=1.[CH:20]1(B(O)O)[CH2:22][CH2:21]1.C1(P(C2CCCCC2)C2CCCCC2)CCCCC1.CC(C)([O-])C.[K+], predict the reaction product. The product is: [CH:20]1([C:2]2[C:11]3[O:10][C@@H:9]([CH3:12])[CH2:8][N:7]([C:13]([O:15][C:16]([CH3:19])([CH3:18])[CH3:17])=[O:14])[CH2:6][C:5]=3[S:4][CH:3]=2)[CH2:22][CH2:21]1. (3) Given the reactants [CH3:1][CH2:2][O:3][C:4]([C:6]1[NH:7][C:8]2[C:13]([CH:14]=1)=[CH:12][C:11]([C:15]([OH:17])=O)=[CH:10][CH:9]=2)=[O:5].[N:18]1([C:25]([O:27][C:28]([CH3:31])([CH3:30])[CH3:29])=[O:26])[CH2:24][CH2:23][CH2:22][NH:21][CH2:20][CH2:19]1.ON1C2C=CC=CC=2N=N1.Cl.CN(C)CCCN=C=NCC, predict the reaction product. The product is: [CH2:2]([O:3][C:4]([C:6]1[NH:7][C:8]2[C:13]([CH:14]=1)=[CH:12][C:11]([C:15]([N:21]1[CH2:22][CH2:23][CH2:24][N:18]([C:25]([O:27][C:28]([CH3:31])([CH3:30])[CH3:29])=[O:26])[CH2:19][CH2:20]1)=[O:17])=[CH:10][CH:9]=2)=[O:5])[CH3:1]. (4) Given the reactants [Br:1][C:2]1[CH:3]=[CH:4][C:5]([N:8]2[CH2:12][CH:11]([NH:13][CH3:14])[CH:10]([OH:15])[CH2:9]2)=[N:6][CH:7]=1.[CH:16](=O)[C:17]1[CH:26]=[CH:25][C:22]([O:23][CH3:24])=[C:19]([O:20][CH3:21])[CH:18]=1.C(O[BH-](OC(=O)C)OC(=O)C)(=O)C.[Na+], predict the reaction product. The product is: [Br:1][C:2]1[CH:3]=[CH:4][C:5]([N:8]2[CH2:12][C@@H:11]([N:13]([CH2:16][C:17]3[CH:26]=[CH:25][C:22]([O:23][CH3:24])=[C:19]([O:20][CH3:21])[CH:18]=3)[CH3:14])[C@H:10]([OH:15])[CH2:9]2)=[N:6][CH:7]=1. (5) Given the reactants [C:1]1([CH2:7][CH2:8][C:9]2[CH:10]=[N:11][CH:12]=[CH:13][C:14]=2[C:15]([OH:17])=O)[CH:6]=[CH:5][CH:4]=[CH:3][CH:2]=1.[OH-].[Na+], predict the reaction product. The product is: [CH:10]1[C:9]2[CH2:8][CH2:7][C:1]3[CH:2]=[CH:3][CH:4]=[CH:5][C:6]=3[C:15](=[O:17])[C:14]=2[CH:13]=[CH:12][N:11]=1. (6) Given the reactants Cl[C:2]1[CH:7]=[CH:6][C:5]([C:8](=[O:18])[C:9]([CH3:17])([N:11]2[CH2:16][CH2:15][O:14][CH2:13][CH2:12]2)[CH3:10])=[CH:4][CH:3]=1.[NH:19]1[CH2:24][CH2:23][NH:22][CH2:21][CH2:20]1.C1(C)C=CC=CC=1.C1COCC1, predict the reaction product. The product is: [CH3:10][C:9]([N:11]1[CH2:16][CH2:15][O:14][CH2:13][CH2:12]1)([CH3:17])[C:8]([C:5]1[CH:6]=[CH:7][C:2]([N:19]2[CH2:24][CH2:23][NH:22][CH2:21][CH2:20]2)=[CH:3][CH:4]=1)=[O:18]. (7) Given the reactants [N+:1]([C:4]1[CH:5]=[C:6]([CH:10]=[CH:11][CH:12]=1)[C:7](Cl)=[O:8])([O-:3])=[O:2].[CH3:13][NH2:14], predict the reaction product. The product is: [CH3:13][NH:14][C:7](=[O:8])[C:6]1[CH:10]=[CH:11][CH:12]=[C:4]([N+:1]([O-:3])=[O:2])[CH:5]=1. (8) Given the reactants [NH:1]1[C:9]2[CH:8]=[CH:7][N:6]=[CH:5][C:4]=2[CH:3]=[CH:2]1.[Al+3].[Cl-].[Cl-].[Cl-].[Cl:14][C:15]1[CH:16]=[C:17]([CH:21]=[CH:22][N:23]=1)[C:18](Cl)=[O:19].[OH-].[Na+], predict the reaction product. The product is: [Cl:14][C:15]1[CH:16]=[C:17]([C:18]([C:3]2[C:4]3[CH:5]=[N:6][CH:7]=[CH:8][C:9]=3[NH:1][CH:2]=2)=[O:19])[CH:21]=[CH:22][N:23]=1. (9) Given the reactants Br[CH2:2][C:3]1[CH:8]=[CH:7][C:6]([C:9]2[CH:13]=[C:12]([C:14]([NH2:16])=[O:15])[O:11][N:10]=2)=[CH:5][CH:4]=1.[CH:17]([C:20]1[CH:25]=[CH:24][CH:23]=[CH:22][C:21]=1[OH:26])([CH3:19])[CH3:18].C([O-])([O-])=O.[K+].[K+], predict the reaction product. The product is: [CH:17]([C:20]1[CH:25]=[CH:24][CH:23]=[CH:22][C:21]=1[O:26][CH2:2][C:3]1[CH:8]=[CH:7][C:6]([C:9]2[CH:13]=[C:12]([C:14]([NH2:16])=[O:15])[O:11][N:10]=2)=[CH:5][CH:4]=1)([CH3:19])[CH3:18].